From a dataset of Reaction yield outcomes from USPTO patents with 853,638 reactions. Predict the reaction yield, written as a fraction of the theoretical maximum amount of product (1.0 means a 100% yield; for example, 0.34 means a 34% yield). (1) The reactants are ClC(Cl)(Cl)C(=N)O[C@H:5]1[O:22][C@H:21]([CH2:23][O:24][C:25](=[O:27])[CH3:26])[C@@H:16]([O:17][C:18](=[O:20])[CH3:19])[C@H:11]([O:12][C:13](=[O:15])[CH3:14])[C@@H:6]1[O:7][C:8](=[O:10])[CH3:9].[Br:31][C:32]1[CH:33]=[CH:34][C:35]([Cl:39])=[C:36]([OH:38])[CH:37]=1.[Si](OS(C(F)(F)F)(=O)=O)(C)(C)C.C(O[C@H]1[C@@H](OC(=O)C)[C@H](OC(=O)C)[C@@H](COC(=O)C)O[C@@H]1OC1C=CC(Br)=CC=1Cl)(=O)C. The catalyst is C1(C)C=CC=CC=1. The product is [C:8]([O:7][C@H:6]1[C@@H:11]([O:12][C:13](=[O:15])[CH3:14])[C@H:16]([O:17][C:18](=[O:20])[CH3:19])[C@@H:21]([CH2:23][O:24][C:25](=[O:27])[CH3:26])[O:22][C@@H:5]1[O:38][C:36]1[CH:37]=[C:32]([Br:31])[CH:33]=[CH:34][C:35]=1[Cl:39])(=[O:10])[CH3:9]. The yield is 0.670. (2) The reactants are [CH3:1][C:2]1([C:8]2[CH:13]=[CH:12][CH:11]=[CH:10][CH:9]=2)[CH2:6][CH2:5][CH2:4][C:3]1=[O:7].[C:14](Cl)([N:16]=[C:17]=[O:18])=[O:15].N#N.Cl. The catalyst is CCOC(C)=O. The product is [CH3:1][C:2]1([C:8]2[CH:13]=[CH:12][CH:11]=[CH:10][CH:9]=2)[C:3]2[O:7][C:17](=[O:18])[NH:16][C:14](=[O:15])[C:4]=2[CH2:5][CH2:6]1. The yield is 0.430. (3) The reactants are [C:1]1([C:7]2[N:8]=[C:9]([CH2:12][CH2:13][CH2:14][OH:15])[S:10][CH:11]=2)[CH:6]=[CH:5][CH:4]=[CH:3][CH:2]=1.[CH3:16][S:17](Cl)(=[O:19])=[O:18]. The catalyst is N1C=CC=CC=1. The product is [CH3:16][S:17]([O:15][CH2:14][CH2:13][CH2:12][C:9]1[S:10][CH:11]=[C:7]([C:1]2[CH:2]=[CH:3][CH:4]=[CH:5][CH:6]=2)[N:8]=1)(=[O:19])=[O:18]. The yield is 0.740. (4) The reactants are [Cl:1][C:2]1[CH:7]=[CH:6][C:5]([C:8]2[O:9][C:10]3[C:15]([C:16](=[O:20])[C:17]=2[O:18][CH3:19])=[C:14]([OH:21])[CH:13]=[C:12]([OH:22])[CH:11]=3)=[CH:4][CH:3]=1.C(N(CC)C(C)C)(C)C.[CH3:32][O:33][CH2:34]Cl.Cl. The catalyst is CN(C=O)C.O. The product is [Cl:1][C:2]1[CH:3]=[CH:4][C:5]([C:8]2[O:9][C:10]3[C:15]([C:16](=[O:20])[C:17]=2[O:18][CH3:19])=[C:14]([OH:21])[CH:13]=[C:12]([O:22][CH2:32][O:33][CH3:34])[CH:11]=3)=[CH:6][CH:7]=1. The yield is 0.790. (5) The reactants are [C:1]([C:5]1[CH:10]=[CH:9][C:8]([S:11]([NH:14][C:15]2[CH:16]=[C:17]3[C:21](=[CH:22][CH:23]=2)[NH:20][C:19]([C:24](O)=[O:25])=[C:18]3[C:27]2[CH:32]=[CH:31][CH:30]=[C:29]([O:33][CH3:34])[CH:28]=2)(=[O:13])=[O:12])=[CH:7][CH:6]=1)([CH3:4])([CH3:3])[CH3:2].[CH2:35]([CH2:37][NH2:38])[OH:36]. The catalyst is ClCCl.CO. The product is [OH:36][CH2:35][CH2:37][NH:38][C:24]([C:19]1[NH:20][C:21]2[C:17]([C:18]=1[C:27]1[CH:32]=[CH:31][CH:30]=[C:29]([O:33][CH3:34])[CH:28]=1)=[CH:16][C:15]([NH:14][S:11]([C:8]1[CH:9]=[CH:10][C:5]([C:1]([CH3:2])([CH3:3])[CH3:4])=[CH:6][CH:7]=1)(=[O:12])=[O:13])=[CH:23][CH:22]=2)=[O:25]. The yield is 0.220. (6) The reactants are [Cl:1][C:2]1[CH:7]=[CH:6][C:5]([NH:8][C:9]([C:11]2[CH:12]=[C:13]([C:17]3[CH:22]=[CH:21][CH:20]=[CH:19][CH:18]=3)[CH:14]=[CH:15][CH:16]=2)=[O:10])=[C:4](I)[CH:3]=1.[C:24](=[O:26])=[O:25]. The catalyst is C1COCC1.C(OCC)(=O)C. The product is [C:13]1([C:17]2[CH:22]=[CH:21][CH:20]=[CH:19][CH:18]=2)[CH:14]=[CH:15][CH:16]=[C:11]([C:9]([NH:8][C:5]2[CH:6]=[CH:7][C:2]([Cl:1])=[CH:3][C:4]=2[C:24]([OH:26])=[O:25])=[O:10])[CH:12]=1. The yield is 0.140.